Dataset: Catalyst prediction with 721,799 reactions and 888 catalyst types from USPTO. Task: Predict which catalyst facilitates the given reaction. (1) The catalyst class is: 12. Reactant: FC(F)(F)C(O)=O.[OH:8][CH:9]1[CH2:12][N:11]([C:13]2[N:18]=[CH:17][N:16]=[C:15]([N:19]3[C:23](=[O:24])[C:22]([N:25]4[CH:29]=[CH:28][N:27]=[CH:26]4)=[CH:21][NH:20]3)[CH:14]=2)[CH2:10]1.[ClH:30]. Product: [ClH:30].[OH:8][CH:9]1[CH2:10][N:11]([C:13]2[N:18]=[CH:17][N:16]=[C:15]([N:19]3[C:23](=[O:24])[C:22]([N:25]4[CH:29]=[CH:28][N:27]=[CH:26]4)=[CH:21][NH:20]3)[CH:14]=2)[CH2:12]1. (2) Reactant: [CH-:1]1[CH:5]=[CH:4][CH:3]=[CH:2]1.[CH-:6]1[CH:10]=[CH:9][CH:8]=[CH:7]1.[Fe+2:11].F[B-](F)(F)F.[N+:17]([C:20]1[CH:25]=[CH:24][CH:23]=[CH:22][C:21]=1[N+]#N)([O-:19])=[O:18].O. Product: [N+:17]([C:20]1[CH:25]=[CH:24][C:23]([C-:1]2[CH:5]=[CH:4][CH:3]=[CH:2]2)=[CH:22][CH:21]=1)([O-:19])=[O:18].[CH-:6]1[CH:10]=[CH:9][CH:8]=[CH:7]1.[Fe+2:11]. The catalyst class is: 27. (3) Reactant: [F:1][CH:2]([F:20])[C:3]1[N:7]=[CH:6][N:5]([C:8]2[C:9]([CH3:19])=[CH:10][C:11]([CH3:18])=[C:12]([S:14](Cl)(=O)=O)[CH:13]=2)[N:4]=1.Cl. Product: [S:14]([C:12]1[CH:13]=[C:8]([N:5]2[CH:6]=[N:7][C:3]([CH:2]([F:20])[F:1])=[N:4]2)[C:9]([CH3:19])=[CH:10][C:11]=1[CH3:18])[S:14][C:12]1[CH:13]=[C:8]([N:5]2[CH:6]=[N:7][C:3]([CH:2]([F:20])[F:1])=[N:4]2)[C:9]([CH3:19])=[CH:10][C:11]=1[CH3:18]. The catalyst class is: 180. (4) Reactant: Cl[C:2]1[C:7]([N+:8]([O-:10])=[O:9])=[CH:6][N:5]=[C:4]2[CH:11]=[CH:12][S:13][C:3]=12.OC(C(F)(F)F)=O.[CH3:21][S:22]([CH2:25][CH2:26][C@H:27]1[CH2:32][CH2:31][C@H:30]([NH2:33])[CH2:29][CH2:28]1)(=[O:24])=[O:23].C(N(CC)C(C)C)(C)C. Product: [CH3:21][S:22]([CH2:25][CH2:26][C@H:27]1[CH2:28][CH2:29][C@H:30]([NH:33][C:2]2[C:7]([N+:8]([O-:10])=[O:9])=[CH:6][N:5]=[C:4]3[CH:11]=[CH:12][S:13][C:3]=23)[CH2:31][CH2:32]1)(=[O:23])=[O:24]. The catalyst class is: 32.